From a dataset of Forward reaction prediction with 1.9M reactions from USPTO patents (1976-2016). Predict the product of the given reaction. Given the reactants [CH:1]1([N:7]2[C:11]3([CH2:16][CH2:15][NH:14][CH2:13][CH2:12]3)[C:10](=[O:17])[N:9]([CH2:18][C:19]3[CH:20]=[C:21]([CH:29]=[CH:30][CH:31]=3)[C:22]([O:24][C:25]([CH3:28])([CH3:27])[CH3:26])=[O:23])[CH2:8]2)[CH2:6][CH2:5][CH2:4][CH2:3][CH2:2]1.I[CH2:33][CH2:34][CH2:35][C:36]([C:38]1[CH:43]=[CH:42][CH:41]=[CH:40][CH:39]=1)=[O:37].C(=O)([O-])[O-].[K+].[K+], predict the reaction product. The product is: [CH:1]1([N:7]2[C:11]3([CH2:16][CH2:15][N:14]([CH2:33][CH2:34][CH2:35][C:36](=[O:37])[C:38]4[CH:43]=[CH:42][CH:41]=[CH:40][CH:39]=4)[CH2:13][CH2:12]3)[C:10](=[O:17])[N:9]([CH2:18][C:19]3[CH:20]=[C:21]([CH:29]=[CH:30][CH:31]=3)[C:22]([O:24][C:25]([CH3:27])([CH3:28])[CH3:26])=[O:23])[CH2:8]2)[CH2:2][CH2:3][CH2:4][CH2:5][CH2:6]1.